From a dataset of NCI-60 drug combinations with 297,098 pairs across 59 cell lines. Regression. Given two drug SMILES strings and cell line genomic features, predict the synergy score measuring deviation from expected non-interaction effect. (1) Drug 1: CN1C(=O)N2C=NC(=C2N=N1)C(=O)N. Drug 2: COCCOC1=C(C=C2C(=C1)C(=NC=N2)NC3=CC=CC(=C3)C#C)OCCOC.Cl. Cell line: OVCAR-5. Synergy scores: CSS=-0.299, Synergy_ZIP=2.65, Synergy_Bliss=5.11, Synergy_Loewe=-12.7, Synergy_HSA=-5.48. (2) Drug 1: C1C(C(OC1N2C=NC(=NC2=O)N)CO)O. Drug 2: N.N.Cl[Pt+2]Cl. Cell line: NCI-H322M. Synergy scores: CSS=4.89, Synergy_ZIP=-1.12, Synergy_Bliss=-0.530, Synergy_Loewe=0.0813, Synergy_HSA=-0.908. (3) Drug 1: C1=CC(=CC=C1CC(C(=O)O)N)N(CCCl)CCCl.Cl. Drug 2: CCC(=C(C1=CC=CC=C1)C2=CC=C(C=C2)OCCN(C)C)C3=CC=CC=C3.C(C(=O)O)C(CC(=O)O)(C(=O)O)O. Cell line: HCC-2998. Synergy scores: CSS=6.55, Synergy_ZIP=-0.747, Synergy_Bliss=2.13, Synergy_Loewe=-2.75, Synergy_HSA=-1.91. (4) Drug 1: CC1OCC2C(O1)C(C(C(O2)OC3C4COC(=O)C4C(C5=CC6=C(C=C35)OCO6)C7=CC(=C(C(=C7)OC)O)OC)O)O. Drug 2: C1CCC(C(C1)N)N.C(=O)(C(=O)[O-])[O-].[Pt+4]. Cell line: BT-549. Synergy scores: CSS=19.1, Synergy_ZIP=-10.7, Synergy_Bliss=-5.78, Synergy_Loewe=-7.82, Synergy_HSA=-3.13. (5) Drug 1: CCC1(CC2CC(C3=C(CCN(C2)C1)C4=CC=CC=C4N3)(C5=C(C=C6C(=C5)C78CCN9C7C(C=CC9)(C(C(C8N6C)(C(=O)OC)O)OC(=O)C)CC)OC)C(=O)OC)O.OS(=O)(=O)O. Drug 2: C1=NNC2=C1C(=O)NC=N2. Cell line: UACC-257. Synergy scores: CSS=1.73, Synergy_ZIP=-0.893, Synergy_Bliss=-0.452, Synergy_Loewe=0.438, Synergy_HSA=0.00864. (6) Drug 1: CC1CCC2CC(C(=CC=CC=CC(CC(C(=O)C(C(C(=CC(C(=O)CC(OC(=O)C3CCCCN3C(=O)C(=O)C1(O2)O)C(C)CC4CCC(C(C4)OC)OCCO)C)C)O)OC)C)C)C)OC. Drug 2: COCCOC1=C(C=C2C(=C1)C(=NC=N2)NC3=CC=CC(=C3)C#C)OCCOC.Cl. Cell line: OVCAR3. Synergy scores: CSS=4.12, Synergy_ZIP=3.38, Synergy_Bliss=5.76, Synergy_Loewe=0.397, Synergy_HSA=1.95. (7) Drug 1: C1=CC(=CC=C1C#N)C(C2=CC=C(C=C2)C#N)N3C=NC=N3. Drug 2: C1=NC2=C(N=C(N=C2N1C3C(C(C(O3)CO)O)F)Cl)N. Cell line: OVCAR-4. Synergy scores: CSS=-7.00, Synergy_ZIP=4.25, Synergy_Bliss=4.26, Synergy_Loewe=-8.87, Synergy_HSA=-7.60. (8) Drug 1: CC1OCC2C(O1)C(C(C(O2)OC3C4COC(=O)C4C(C5=CC6=C(C=C35)OCO6)C7=CC(=C(C(=C7)OC)O)OC)O)O. Drug 2: C1CN(CCN1C(=O)CCBr)C(=O)CCBr. Cell line: HOP-62. Synergy scores: CSS=21.8, Synergy_ZIP=-6.74, Synergy_Bliss=-2.35, Synergy_Loewe=-7.98, Synergy_HSA=-1.03. (9) Drug 1: CC=C1C(=O)NC(C(=O)OC2CC(=O)NC(C(=O)NC(CSSCCC=C2)C(=O)N1)C(C)C)C(C)C. Drug 2: C1CN(CCN1C(=O)CCBr)C(=O)CCBr. Cell line: U251. Synergy scores: CSS=55.4, Synergy_ZIP=3.60, Synergy_Bliss=2.72, Synergy_Loewe=-3.66, Synergy_HSA=4.37.